From a dataset of Retrosynthesis with 50K atom-mapped reactions and 10 reaction types from USPTO. Predict the reactants needed to synthesize the given product. (1) Given the product Cc1ccc(S(=O)(=O)n2ccc3c(Nc4ccc5c(cnn5C)c4)nc(Cl)nc32)cc1, predict the reactants needed to synthesize it. The reactants are: Cc1ccc(S(=O)(=O)n2ccc3c(Cl)nc(Cl)nc32)cc1.Cn1ncc2cc(N)ccc21. (2) Given the product COc1ccc2c(c1)C(c1cccc(Cl)c1)CCC2, predict the reactants needed to synthesize it. The reactants are: COc1ccc2c(c1)C(c1cccc(Cl)c1)=CCC2. (3) Given the product CCOC(=O)CN(CCS(C)(=O)=O)C(=O)C(F)(F)F, predict the reactants needed to synthesize it. The reactants are: CCOC(=O)CBr.CS(=O)(=O)CCNC(=O)C(F)(F)F. (4) The reactants are: CC(C)(C)OC(=O)N1CC[C@@H](N)[C@H](O)C1.COc1cc(-c2ncnc3c(C(=O)O)c(C)n(COCC[Si](C)(C)C)c23)c(OCC2CC2)cc1F. Given the product COc1cc(-c2ncnc3c(C(=O)N[C@@H]4CCN(C(=O)OC(C)(C)C)C[C@H]4O)c(C)n(COCC[Si](C)(C)C)c23)c(OCC2CC2)cc1F, predict the reactants needed to synthesize it. (5) Given the product CN(C(=O)CCSC(c1ccccc1)(c1ccccc1)c1ccccc1)c1cn(-c2cccnc2)nc1Cl, predict the reactants needed to synthesize it. The reactants are: CNc1cn(-c2cccnc2)nc1Cl.O=C(O)CCSC(c1ccccc1)(c1ccccc1)c1ccccc1.